This data is from Peptide-MHC class II binding affinity with 134,281 pairs from IEDB. The task is: Regression. Given a peptide amino acid sequence and an MHC pseudo amino acid sequence, predict their binding affinity value. This is MHC class II binding data. The peptide sequence is RDSDDWLNKYSYYPE. The MHC is DRB1_1101 with pseudo-sequence DRB1_1101. The binding affinity (normalized) is 0.